Dataset: Reaction yield outcomes from USPTO patents with 853,638 reactions. Task: Predict the reaction yield, written as a fraction of the theoretical maximum amount of product (1.0 means a 100% yield; for example, 0.34 means a 34% yield). (1) The reactants are [Br:1][C:2]1[CH:7]=[C:6]([C:8](=O)[CH3:9])[C:5](F)=[CH:4][N:3]=1.O.[NH2:13][NH2:14]. The catalyst is C(O)CO. The product is [Br:1][C:2]1[CH:7]=[C:6]2[C:8]([CH3:9])=[N:14][NH:13][C:5]2=[CH:4][N:3]=1. The yield is 0.740. (2) The reactants are [CH2:1]([C:8]1[NH:17][C:11]2[N:12]=[N:13][C:14](I)=[CH:15][C:10]=2[CH:9]=1)[C:2]1[CH:7]=[CH:6][CH:5]=[CH:4][CH:3]=1.[CH2:18]([C:22]1[S:26][C:25]([C:27]([O:29][CH2:30][CH3:31])=[O:28])=[N:24][N:23]=1)[CH2:19][C:20]#[CH:21].CCN(CC)CC. The catalyst is CN(C=O)C.[Cu]I.Cl[Pd](Cl)([P](C1C=CC=CC=1)(C1C=CC=CC=1)C1C=CC=CC=1)[P](C1C=CC=CC=1)(C1C=CC=CC=1)C1C=CC=CC=1. The product is [CH2:1]([C:8]1[NH:17][C:11]2[N:12]=[N:13][C:14]([C:21]#[C:20][CH2:19][CH2:18][C:22]3[S:26][C:25]([C:27]([O:29][CH2:30][CH3:31])=[O:28])=[N:24][N:23]=3)=[CH:15][C:10]=2[CH:9]=1)[C:2]1[CH:7]=[CH:6][CH:5]=[CH:4][CH:3]=1. The yield is 0.520. (3) The reactants are [CH2:1]([O:3][C:4]([CH2:6][C:7]1[C:8](=[O:13])[CH2:9][C@@H:10]([OH:12])[CH:11]=1)=[O:5])[CH3:2].N1C=CN=C1.[CH2:19]([Si:21]([CH2:25][CH3:26])([CH2:23][CH3:24])Cl)[CH3:20]. The catalyst is C(OCC)(=O)C. The product is [CH2:1]([O:3][C:4]([CH2:6][C:7]1[C:8](=[O:13])[CH2:9][C@@H:10]([O:12][Si:21]([CH2:25][CH3:26])([CH2:23][CH3:24])[CH2:19][CH3:20])[CH:11]=1)=[O:5])[CH3:2]. The yield is 0.950. (4) The reactants are [CH3:1][O:2][C:3]1[CH:4]=[CH:5][C:6]2[O:10][CH:9]=[C:8]([CH3:11])[C:7]=2[CH:12]=1.[C:13](Cl)(=[O:20])[CH2:14][CH2:15][CH2:16][CH2:17][CH2:18][CH3:19].[N+](C)([O-])=O.[Cl-].[Al+3].[Cl-].[Cl-]. The catalyst is O. The product is [CH3:1][O:2][C:3]1[CH:4]=[CH:5][C:6]2[O:10][C:9]([C:13](=[O:20])[CH2:14][CH2:15][CH2:16][CH2:17][CH2:18][CH3:19])=[C:8]([CH3:11])[C:7]=2[CH:12]=1. The yield is 0.740. (5) The reactants are [N+:1]([C:4]1[CH:5]=[C:6]2[C:11](=[CH:12][CH:13]=1)[NH:10][C:9](=[O:14])[CH2:8][CH2:7]2)([O-:3])=[O:2].[H-].[Na+].[Cl:17][CH2:18][CH2:19][CH2:20]I. The catalyst is CN(C=O)C.O. The product is [Cl:17][CH2:18][CH2:19][CH2:20][N:10]1[C:11]2[C:6](=[CH:5][C:4]([N+:1]([O-:3])=[O:2])=[CH:13][CH:12]=2)[CH2:7][CH2:8][C:9]1=[O:14]. The yield is 0.747. (6) The reactants are [C:1]([OH:9])(=[O:8])[C@H:2]([CH2:4][C:5]([OH:7])=[O:6])[OH:3].O1[B:15]([C@@H:16]([NH:21][C:22](=[O:35])[CH2:23][NH:24][C:25](=[O:34])[C:26]2[CH:31]=[C:30]([Cl:32])[CH:29]=[CH:28][C:27]=2[Cl:33])[CH2:17][CH:18]([CH3:20])[CH3:19])O[B:15]([C@@H:16]([NH:21][C:22](=[O:35])[CH2:23][NH:24][C:25](=[O:34])[C:26]2[CH:31]=[C:30]([Cl:32])[CH:29]=[CH:28][C:27]=2[Cl:33])[CH2:17][CH:18]([CH3:20])[CH3:19])O[B:15]1[C@@H:16]([NH:21][C:22](=[O:35])[CH2:23][NH:24][C:25](=[O:34])[C:26]1[CH:31]=[C:30]([Cl:32])[CH:29]=[CH:28][C:27]=1[Cl:33])[CH2:17][CH:18]([CH3:20])[CH3:19]. The catalyst is CCOC(C)=O. The product is [Cl:33][C:27]1[CH:28]=[CH:29][C:30]([Cl:32])=[CH:31][C:26]=1[C:25]([NH:24][CH2:23][C:22]([NH:21][C@H:16]([B:15]1[O:3][C@@H:2]([CH2:4][C:5]([OH:7])=[O:6])[C:1](=[O:9])[O:8]1)[CH2:17][CH:18]([CH3:20])[CH3:19])=[O:35])=[O:34]. The yield is 0.960. (7) The reactants are [OH:1][C@@H:2]([C:23]1[CH:28]=[CH:27][CH:26]=[CH:25][CH:24]=1)[CH2:3][CH2:4][N:5]1[CH2:10][CH2:9][CH:8]([C:11]2[CH:12]=[C:13]([NH:17][C:18](=[O:22])[CH:19]([CH3:21])[CH3:20])[CH:14]=[CH:15][CH:16]=2)[CH2:7][CH2:6]1.[CH3:29][O:30][C:31]1[CH:36]=[CH:35][C:34](O)=[CH:33][CH:32]=1.C1(P(C2C=CC=CC=2)C2C=CC=CC=2)C=CC=CC=1.N(C(OCC)=O)=NC(OCC)=O.N. The catalyst is C1COCC1.C(Cl)(Cl)Cl. The product is [CH3:29][O:30][C:31]1[CH:36]=[CH:35][C:34]([O:1][C@H:2]([C:23]2[CH:24]=[CH:25][CH:26]=[CH:27][CH:28]=2)[CH2:3][CH2:4][N:5]2[CH2:10][CH2:9][CH:8]([C:11]3[CH:12]=[C:13]([NH:17][C:18](=[O:22])[CH:19]([CH3:21])[CH3:20])[CH:14]=[CH:15][CH:16]=3)[CH2:7][CH2:6]2)=[CH:33][CH:32]=1. The yield is 0.379. (8) The reactants are [CH3:1][O:2][C:3]1[CH:4]=[C:5]2[C:10](=[CH:11][C:12]=1[O:13][CH3:14])[N:9]=[CH:8][CH:7]=[C:6]2[O:15][C:16]1[CH:22]=[CH:21][C:19]([NH2:20])=[CH:18][CH:17]=1.C(O)C.[Cl:26][C:27]1[CH:28]=[C:29]([C:33]([N:35]=[C:36]=[S:37])=[O:34])[CH:30]=[CH:31][CH:32]=1. The catalyst is C1(C)C=CC=CC=1. The product is [Cl:26][C:27]1[CH:28]=[C:29]([CH:30]=[CH:31][CH:32]=1)[C:33]([NH:35][C:36]([NH:20][C:19]1[CH:21]=[CH:22][C:16]([O:15][C:6]2[C:5]3[C:10](=[CH:11][C:12]([O:13][CH3:14])=[C:3]([O:2][CH3:1])[CH:4]=3)[N:9]=[CH:8][CH:7]=2)=[CH:17][CH:18]=1)=[S:37])=[O:34]. The yield is 0.930. (9) The reactants are [CH3:1][NH:2][O:3][CH:4]1[CH2:9][CH2:8][N:7]([S:10]([C:13]2[CH:18]=[CH:17][CH:16]=[C:15]([C:19]([F:22])([F:21])[F:20])[CH:14]=2)(=[O:12])=[O:11])[CH2:6][CH2:5]1.ClC([O:26][C:27](Cl)(Cl)Cl)=O.C.[F:32][C:33]1[CH:39]=[CH:38][C:36]([NH2:37])=[CH:35][CH:34]=1.C(N(CC)C(C)C)(C)C. The catalyst is O1CCCC1. The product is [F:32][C:33]1[CH:39]=[CH:38][C:36]([NH:37][C:27](=[O:26])[N:2]([CH3:1])[O:3][CH:4]2[CH2:5][CH2:6][N:7]([S:10]([C:13]3[CH:18]=[CH:17][CH:16]=[C:15]([C:19]([F:22])([F:20])[F:21])[CH:14]=3)(=[O:12])=[O:11])[CH2:8][CH2:9]2)=[CH:35][CH:34]=1. The yield is 0.490. (10) The yield is 0.130. The catalyst is C1(C)C=CC=CC=1. The product is [CH2:22]([N:29]([CH2:30][CH3:31])[C:2]1[CH:3]=[C:4]([CH:19]=[CH:20][CH:21]=1)[CH2:5][O:6][C:7]1[CH:12]=[CH:11][C:10]([CH2:13][CH2:14][C:15]([OH:17])=[O:16])=[CH:9][CH:8]=1)[C:23]1[CH:28]=[CH:27][CH:26]=[CH:25][CH:24]=1. The reactants are Br[C:2]1[CH:3]=[C:4]([CH:19]=[CH:20][CH:21]=1)[CH2:5][O:6][C:7]1[CH:12]=[CH:11][C:10]([CH2:13][CH2:14][C:15]([O:17]C)=[O:16])=[CH:9][CH:8]=1.[CH2:22]([NH:29][CH2:30][CH3:31])[C:23]1[CH:28]=[CH:27][CH:26]=[CH:25][CH:24]=1.C(=O)([O-])[O-].[Cs+].[Cs+].C1(P(C2C=CC=CC=2)C2C=CC3C(=CC=CC=3)C=2C2C3C(=CC=CC=3)C=CC=2P(C2C=CC=CC=2)C2C=CC=CC=2)C=CC=CC=1.